This data is from CYP2C9 inhibition data for predicting drug metabolism from PubChem BioAssay. The task is: Regression/Classification. Given a drug SMILES string, predict its absorption, distribution, metabolism, or excretion properties. Task type varies by dataset: regression for continuous measurements (e.g., permeability, clearance, half-life) or binary classification for categorical outcomes (e.g., BBB penetration, CYP inhibition). Dataset: cyp2c9_veith. (1) The result is 0 (non-inhibitor). The molecule is NNC(=O)c1cc2c(s1)CCCCCC2. (2) The compound is O=c1[nH][nH]c(C(F)(F)F)c1C=Nc1ccc(Cl)cc1. The result is 0 (non-inhibitor).